From a dataset of Forward reaction prediction with 1.9M reactions from USPTO patents (1976-2016). Predict the product of the given reaction. (1) The product is: [N+:1]([C:4]1[CH:5]=[C:6]([NH:7][CH2:20][C:19]2[CH:22]=[CH:23][CH:24]=[C:17]([O:16][C:12]([F:11])([F:25])[CH:13]([F:14])[F:15])[CH:18]=2)[CH:8]=[CH:9][CH:10]=1)([O-:3])=[O:2]. Given the reactants [N+:1]([C:4]1[CH:5]=[C:6]([CH:8]=[CH:9][CH:10]=1)[NH2:7])([O-:3])=[O:2].[F:11][C:12]([F:25])([O:16][C:17]1[CH:18]=[C:19]([CH:22]=[CH:23][CH:24]=1)[CH:20]=O)[CH:13]([F:15])[F:14].C(O)(=O)C.[BH-](OC(C)=O)(OC(C)=O)OC(C)=O.[Na+], predict the reaction product. (2) Given the reactants [OH:1][CH2:2][CH2:3][CH2:4][O:5][C:6]1[CH:11]=[CH:10][C:9]([CH2:12][C@H:13]([O:17][CH3:18])[C:14]([OH:16])=[O:15])=[CH:8][CH:7]=1.[F:19][C:20]1[CH:27]=[C:26](O)[CH:25]=[CH:24][C:21]=1[C:22]#[N:23], predict the reaction product. The product is: [C:22]([C:21]1[CH:24]=[CH:25][C:26]([O:1][CH2:2][CH2:3][CH2:4][O:5][C:6]2[CH:11]=[CH:10][C:9]([CH2:12][C@H:13]([O:17][CH3:18])[C:14]([OH:16])=[O:15])=[CH:8][CH:7]=2)=[CH:27][C:20]=1[F:19])#[N:23]. (3) Given the reactants C(O[C:4]([C:6]1[C:11]([NH:12][C:13](=[O:24])[CH2:14][C:15]2[C:20]([F:21])=[CH:19][C:18]([F:22])=[CH:17][C:16]=2[F:23])=[CH:10][N:9]=[CH:8][N:7]=1)=[O:5])C.C(=O)([O-])[O-].[K+].[K+], predict the reaction product. The product is: [OH:24][C:13]1[NH:12][C:11]2[CH:10]=[N:9][CH:8]=[N:7][C:6]=2[C:4](=[O:5])[C:14]=1[C:15]1[C:16]([F:23])=[CH:17][C:18]([F:22])=[CH:19][C:20]=1[F:21]. (4) Given the reactants [CH2:1]([N:8]1[CH2:13][CH2:12][N:11]([C:14]2[CH:15]=[CH:16][C:17]([OH:22])=[C:18]([CH:21]=2)[CH:19]=[O:20])[CH2:10][CH2:9]1)[C:2]1[CH:7]=[CH:6][CH:5]=[CH:4][CH:3]=1.C(=O)([O-])[O-].[K+].[K+].Br[CH2:30][C:31]([O:33][CH2:34][CH3:35])=[O:32].O, predict the reaction product. The product is: [CH2:1]([N:8]1[CH2:9][CH2:10][N:11]([C:14]2[CH:15]=[CH:16][C:17]([O:22][CH2:30][C:31]([O:33][CH2:34][CH3:35])=[O:32])=[C:18]([CH:19]=[O:20])[CH:21]=2)[CH2:12][CH2:13]1)[C:2]1[CH:3]=[CH:4][CH:5]=[CH:6][CH:7]=1.